Dataset: Forward reaction prediction with 1.9M reactions from USPTO patents (1976-2016). Task: Predict the product of the given reaction. Given the reactants [CH:1]([CH:3]1[CH2:8][N:7]([C:9]([O:11][C:12]([CH3:15])([CH3:14])[CH3:13])=[O:10])[CH2:6][CH2:5][N:4]1[C:16]([O:18][CH2:19][C:20]1[CH:25]=[CH:24][CH:23]=[CH:22][CH:21]=1)=[O:17])=O.[Cl:26][C:27]1[CH:28]=[C:29]([NH:34][C:35]([N:37]2[CH2:42][CH2:41][NH:40][CH2:39][CH2:38]2)=[O:36])[CH:30]=[CH:31][C:32]=1[Cl:33].CCN(C(C)C)C(C)C.[O-]S([O-])(=O)=O.[Mg+2].C(O[BH-](OC(=O)C)OC(=O)C)(=O)C.[Na+].C(=O)(O)[O-].[Na+], predict the reaction product. The product is: [Cl:26][C:27]1[CH:28]=[C:29]([NH:34][C:35]([N:37]2[CH2:42][CH2:41][N:40]([CH2:1][CH:3]3[CH2:8][N:7]([C:9]([O:11][C:12]([CH3:13])([CH3:14])[CH3:15])=[O:10])[CH2:6][CH2:5][N:4]3[C:16]([O:18][CH2:19][C:20]3[CH:25]=[CH:24][CH:23]=[CH:22][CH:21]=3)=[O:17])[CH2:39][CH2:38]2)=[O:36])[CH:30]=[CH:31][C:32]=1[Cl:33].